Task: Predict the reactants needed to synthesize the given product.. Dataset: Full USPTO retrosynthesis dataset with 1.9M reactions from patents (1976-2016) (1) Given the product [CH:1]1([C:5]2[NH:13][C:8]3=[N+:9]([O-:22])[CH:10]=[CH:11][CH:12]=[C:7]3[CH:6]=2)[CH2:2][CH2:3][CH2:4]1, predict the reactants needed to synthesize it. The reactants are: [CH:1]1([C:5]2[NH:13][C:8]3=[N:9][CH:10]=[CH:11][CH:12]=[C:7]3[CH:6]=2)[CH2:4][CH2:3][CH2:2]1.ClC1C=CC=C(C(OO)=[O:22])C=1. (2) Given the product [C:1]([C:3]1[C:11]2[C:6](=[CH:7][CH:8]=[C:9]([C:12]3[CH:17]=[N:16][CH:15]=[C:14]4[N:18]([C:21]([O:23][C:24]([CH3:27])([CH3:26])[CH3:25])=[O:22])[CH:19]=[CH:20][C:13]=34)[CH:10]=2)[N:5]([CH:28]2[CH2:33][CH2:32][CH2:31][CH2:30][O:29]2)[N:4]=1)#[N:36], predict the reactants needed to synthesize it. The reactants are: [CH:1]([C:3]1[C:11]2[C:6](=[CH:7][CH:8]=[C:9]([C:12]3[CH:17]=[N:16][CH:15]=[C:14]4[N:18]([C:21]([O:23][C:24]([CH3:27])([CH3:26])[CH3:25])=[O:22])[CH:19]=[CH:20][C:13]=34)[CH:10]=2)[N:5]([CH:28]2[CH2:33][CH2:32][CH2:31][CH2:30][O:29]2)[N:4]=1)=O.C([N:36](CC)CC)C.Cl.NO.ClC(Cl)(Cl)C(Cl)=O. (3) Given the product [Si:18]([O:25][CH2:26][C:27]1[CH:28]=[C:29](/[CH:30]=[CH:3]/[C:1]#[N:2])[CH:32]=[CH:33][C:34]=1[Cl:35])([C:21]([CH3:24])([CH3:23])[CH3:22])([CH3:20])[CH3:19], predict the reactants needed to synthesize it. The reactants are: [C:1]([CH2:3]P(=O)(OCC)OCC)#[N:2].CC(C)([O-])C.[K+].[Si:18]([O:25][CH2:26][C:27]1[CH:28]=[C:29]([CH:32]=[CH:33][C:34]=1[Cl:35])[CH:30]=O)([C:21]([CH3:24])([CH3:23])[CH3:22])([CH3:20])[CH3:19].CCCCCCCCCCN.